Dataset: Forward reaction prediction with 1.9M reactions from USPTO patents (1976-2016). Task: Predict the product of the given reaction. (1) Given the reactants [CH2:1]([N:8]1[C:16]2[C:11](=[CH:12][CH:13]=[CH:14][CH:15]=2)[C:10]([CH2:17][CH2:18][CH2:19][CH2:20][CH3:21])=[C:9]1[C:22]1[CH:31]=[CH:30][C:29]2[C:24](=[CH:25][CH:26]=[C:27]([O:32]C)[CH:28]=2)[CH:23]=1)[C:2]1[CH:7]=[CH:6][CH:5]=[CH:4][CH:3]=1.B(Br)(Br)Br.[OH-].[Na+], predict the reaction product. The product is: [CH2:1]([N:8]1[C:16]2[C:11](=[CH:12][CH:13]=[CH:14][CH:15]=2)[C:10]([CH2:17][CH2:18][CH2:19][CH2:20][CH3:21])=[C:9]1[C:22]1[CH:31]=[CH:30][C:29]2[C:24](=[CH:25][CH:26]=[C:27]([OH:32])[CH:28]=2)[CH:23]=1)[C:2]1[CH:3]=[CH:4][CH:5]=[CH:6][CH:7]=1. (2) Given the reactants [Br:1][C:2]1[CH:3]=[C:4]2[C:8](=[CH:9][CH:10]=1)[N:7]([CH:11]1[CH2:16][CH2:15][N:14]([C:17]([O:19][C:20]([CH3:23])([CH3:22])[CH3:21])=[O:18])[CH2:13][CH2:12]1)[CH2:6][CH2:5]2.ClC1C(=O)C(C#N)=C(C#N)C(=O)C=1Cl.C(OCC)(=O)C, predict the reaction product. The product is: [Br:1][C:2]1[CH:3]=[C:4]2[C:8](=[CH:9][CH:10]=1)[N:7]([CH:11]1[CH2:16][CH2:15][N:14]([C:17]([O:19][C:20]([CH3:23])([CH3:22])[CH3:21])=[O:18])[CH2:13][CH2:12]1)[CH:6]=[CH:5]2.